Dataset: Full USPTO retrosynthesis dataset with 1.9M reactions from patents (1976-2016). Task: Predict the reactants needed to synthesize the given product. (1) Given the product [NH2:28][CH:25]1[CH2:26][CH2:27][N:23]([C:20]2[N:21]=[CH:22][C:17]([NH:16][C:5]3[C:4]4[C:9](=[CH:10][CH:11]=[C:2]([C:41]5[CH:42]=[C:37]([Cl:36])[C:38]([OH:53])=[C:39]([Cl:52])[CH:40]=5)[CH:3]=4)[N:8]=[CH:7][C:6]=3[C:12](=[O:15])[CH2:13][CH3:14])=[CH:18][CH:19]=2)[CH2:24]1, predict the reactants needed to synthesize it. The reactants are: Br[C:2]1[CH:3]=[C:4]2[C:9](=[CH:10][CH:11]=1)[N:8]=[CH:7][C:6]([C:12](=[O:15])[CH2:13][CH3:14])=[C:5]2[NH:16][C:17]1[CH:18]=[CH:19][C:20]([N:23]2[CH2:27][CH2:26][CH:25]([NH:28]C(=O)OC(C)(C)C)[CH2:24]2)=[N:21][CH:22]=1.[Cl:36][C:37]1[CH:42]=[C:41](B2OC(C)(C)C(C)(C)O2)[CH:40]=[C:39]([Cl:52])[C:38]=1[OH:53]. (2) Given the product [Cl:1][C:2]1[S:6][C:5]([C:7]([NH:10][CH:11]([CH3:16])[C:12]([O:14][CH3:15])=[O:13])=[O:9])=[CH:4][CH:3]=1, predict the reactants needed to synthesize it. The reactants are: [Cl:1][C:2]1[S:6][C:5]([C:7]([OH:9])=O)=[CH:4][CH:3]=1.[NH2:10][CH:11]([CH3:16])[C:12]([O:14][CH3:15])=[O:13].CN(C(ON1N=NC2C=CC=CC1=2)=[N+](C)C)C.[B-](F)(F)(F)F.CN1CCOCC1. (3) The reactants are: Cl.Cl.[NH2:3][CH2:4][CH2:5][N:6]1[C:14]2[C:13]([NH:15][C:16]3[CH:21]=[CH:20][C:19]([O:22][C:23]4[CH:28]=[CH:27][CH:26]=[C:25]([F:29])[CH:24]=4)=[C:18]([Cl:30])[CH:17]=3)=[N:12][CH:11]=[N:10][C:9]=2[CH:8]=[CH:7]1.[CH3:31][C:32]([S:37]([CH3:40])(=[O:39])=[O:38])([CH3:36])[C:33](O)=[O:34].Cl.C(N=C=NCCCN(C)C)C.ON1C2C=CC=CC=2N=N1. Given the product [Cl:30][C:18]1[CH:17]=[C:16]([NH:15][C:13]2[C:14]3[N:6]([CH2:5][CH2:4][NH:3][C:33](=[O:34])[C:32]([CH3:36])([S:37]([CH3:40])(=[O:39])=[O:38])[CH3:31])[CH:7]=[CH:8][C:9]=3[N:10]=[CH:11][N:12]=2)[CH:21]=[CH:20][C:19]=1[O:22][C:23]1[CH:28]=[CH:27][CH:26]=[C:25]([F:29])[CH:24]=1, predict the reactants needed to synthesize it. (4) The reactants are: C([O:5][C:6]([C@H:8]1[CH2:12][CH2:11][CH2:10][N:9]1[C:13](=[O:38])[CH2:14][NH:15][C:16]1[CH:21]=[CH:20][C:19]([NH:22][CH2:23][C:24]([N:26]2[CH2:30][CH2:29][CH2:28][C@@H:27]2[C:31]([O:33]C(C)(C)C)=[O:32])=[O:25])=[CH:18][CH:17]=1)=[O:7])(C)(C)C.[F:39][C:40]([F:45])([F:44])[C:41]([OH:43])=[O:42]. Given the product [F:39][C:40]([F:45])([F:44])[C:41]([OH:43])=[O:42].[C:31]([C@H:27]1[CH2:28][CH2:29][CH2:30][N:26]1[C:24](=[O:25])[CH2:23][NH:22][C:19]1[CH:20]=[CH:21][C:16]([NH:15][CH2:14][C:13]([N:9]2[CH2:10][CH2:11][CH2:12][C@@H:8]2[C:6]([OH:7])=[O:5])=[O:38])=[CH:17][CH:18]=1)([OH:33])=[O:32], predict the reactants needed to synthesize it. (5) Given the product [CH3:1][C@@H:2]1[CH2:3][CH2:4][C@H:5]([O:8][C:9]2[C:10]([C:31]([F:34])([F:32])[F:33])=[C:11]3[C:16](=[CH:17][CH:18]=2)[C:15]([CH2:19][N:20]2[CH2:25][CH2:24][CH:23]([C:26]([OH:28])=[O:27])[CH2:22][CH2:21]2)=[CH:14][CH:13]=[CH:12]3)[CH2:6][CH2:7]1, predict the reactants needed to synthesize it. The reactants are: [CH3:1][C@@H:2]1[CH2:7][CH2:6][C@H:5]([O:8][C:9]2[C:10]([C:31]([F:34])([F:33])[F:32])=[C:11]3[C:16](=[CH:17][CH:18]=2)[C:15]([CH2:19][N:20]2[CH2:25][CH2:24][CH:23]([C:26]([O:28]CC)=[O:27])[CH2:22][CH2:21]2)=[CH:14][CH:13]=[CH:12]3)[CH2:4][CH2:3]1.[OH-].[Na+].O.Cl. (6) Given the product [CH3:1][C:2]([CH3:26])=[CH:3][CH2:4][C:5]1[C:6]([OH:25])=[CH:7][C:8]([O:23][CH3:24])=[C:9]2[C:12](=[O:13])[CH2:14][CH:15]([C:16]3[CH:17]=[CH:18][C:19]([OH:22])=[CH:20][CH:21]=3)[O:11][C:10]=12, predict the reactants needed to synthesize it. The reactants are: [CH3:1][C:2]([CH3:26])=[CH:3][CH2:4][C:5]1[C:6]([OH:25])=[CH:7][C:8]([O:23][CH3:24])=[C:9]([C:12](/[CH:14]=[CH:15]/[C:16]2[CH:17]=[CH:18][C:19]([OH:22])=[CH:20][CH:21]=2)=[O:13])[C:10]=1[OH:11].O.